Dataset: Forward reaction prediction with 1.9M reactions from USPTO patents (1976-2016). Task: Predict the product of the given reaction. (1) Given the reactants [CH3:1][N:2]1[C:7](=[O:8])[N:6]([CH3:9])[C:5](=[O:10])[C:4]([N:11]2[CH2:16][CH2:15][NH:14][CH2:13][CH2:12]2)=[N:3]1.CCN(CC)CC.[F:24][C:25]([F:40])([F:39])[C:26]1[CH:34]=[CH:33][C:32]([C:35]([F:38])([F:37])[F:36])=[CH:31][C:27]=1[C:28](Cl)=[O:29].O, predict the reaction product. The product is: [F:24][C:25]([F:39])([F:40])[C:26]1[CH:34]=[CH:33][C:32]([C:35]([F:38])([F:36])[F:37])=[CH:31][C:27]=1[C:28]([N:14]1[CH2:13][CH2:12][N:11]([C:4]2[C:5](=[O:10])[N:6]([CH3:9])[C:7](=[O:8])[N:2]([CH3:1])[N:3]=2)[CH2:16][CH2:15]1)=[O:29]. (2) Given the reactants Cl[C:2]1[CH:7]=[C:6]([C:8]2[CH:13]=[CH:12][CH:11]=[CH:10][CH:9]=2)[N:5]=[C:4]([NH:14][C:15](=[O:32])[CH2:16][CH2:17][C:18]([C:20]2[CH:25]=[CH:24][C:23]([O:26][CH2:27][CH3:28])=[C:22]([O:29][CH2:30][CH3:31])[CH:21]=2)=[O:19])[CH:3]=1.C1(C2C=CC=CC=2)C=CC=CC=1P(C1CCCCC1)C1CCCCC1.C(=O)([O-])[O-].[K+].[K+].[NH2:64][C:65]([C:67]1[CH:72]=[CH:71][C:70](B(O)O)=[CH:69][CH:68]=1)=[O:66], predict the reaction product. The product is: [CH2:30]([O:29][C:22]1[CH:21]=[C:20]([C:18](=[O:19])[CH2:17][CH2:16][C:15]([NH:14][C:4]2[CH:3]=[C:2]([C:70]3[CH:71]=[CH:72][C:67]([C:65]([NH2:64])=[O:66])=[CH:68][CH:69]=3)[CH:7]=[C:6]([C:8]3[CH:13]=[CH:12][CH:11]=[CH:10][CH:9]=3)[N:5]=2)=[O:32])[CH:25]=[CH:24][C:23]=1[O:26][CH2:27][CH3:28])[CH3:31]. (3) Given the reactants Cl[C:2]1[N:3]=[C:4]([N:24]2[CH2:29][CH2:28][O:27][CH2:26][CH2:25]2)[C:5]2[S:10][C:9]([C:11]3[CH:12]=[C:13]([CH2:16][N:17]4[CH2:21][CH2:20][CH:19]([OH:22])[CH2:18]4)[S:14][CH:15]=3)=[C:8]([CH3:23])[C:6]=2[N:7]=1.[NH2:30][C:31]1[N:36]=[CH:35][C:34](B2OC(C)(C)C(C)(C)O2)=[CH:33][N:32]=1, predict the reaction product. The product is: [NH2:30][C:31]1[N:36]=[CH:35][C:34]([C:2]2[N:3]=[C:4]([N:24]3[CH2:29][CH2:28][O:27][CH2:26][CH2:25]3)[C:5]3[S:10][C:9]([C:11]4[CH:12]=[C:13]([CH2:16][N:17]5[CH2:21][CH2:20][CH:19]([OH:22])[CH2:18]5)[S:14][CH:15]=4)=[C:8]([CH3:23])[C:6]=3[N:7]=2)=[CH:33][N:32]=1. (4) Given the reactants [OH:1][C:2]1[CH:9]=[C:8]([O:10][CH3:11])[CH:7]=[CH:6][C:3]=1[CH:4]=O.C(O)(=O)C.[H][H], predict the reaction product. The product is: [CH3:11][O:10][C:8]1[CH:7]=[CH:6][C:3]([CH3:4])=[C:2]([OH:1])[CH:9]=1. (5) Given the reactants [Br:1][C:2]1[CH:3]=[C:4]2[C:9](=[CH:10][C:11]=1[F:12])[O:8][C:7]([CH2:14][CH2:15][OH:16])([CH3:13])[CH2:6][CH:5]2[OH:17], predict the reaction product. The product is: [Br:1][C:2]1[CH:3]=[C:4]2[C:9](=[CH:10][C:11]=1[F:12])[O:8][C:7]([CH2:14][CH2:15][OH:16])([CH3:13])[CH2:6][C:5]2=[O:17]. (6) The product is: [Cl:1][C:2]1[CH:3]=[CH:4][C:5]([C:8]2[N:9]=[CH:10][N:11]([C:14]3[S:15][CH:16]=[CH:17][CH:18]=3)[CH:12]=2)=[CH:6][CH:7]=1. Given the reactants [Cl:1][C:2]1[CH:7]=[CH:6][C:5]([C:8]2[N:9]=[CH:10][NH:11][CH:12]=2)=[CH:4][CH:3]=1.Br[C:14]1[S:15][CH:16]=[CH:17][CH:18]=1, predict the reaction product.